This data is from Forward reaction prediction with 1.9M reactions from USPTO patents (1976-2016). The task is: Predict the product of the given reaction. Given the reactants C(O)(=O)C.OO.[NH:7]1[CH:11]=[N:10][C:9]([SH:12])=[N:8]1.[OH-].[Na+], predict the reaction product. The product is: [NH:7]1[CH:11]=[N:10][C:9]([S:12][S:12][C:9]2[N:10]=[CH:11][NH:7][N:8]=2)=[N:8]1.